From a dataset of Full USPTO retrosynthesis dataset with 1.9M reactions from patents (1976-2016). Predict the reactants needed to synthesize the given product. (1) Given the product [CH2:7]1[C:2]2[C:1](=[CH:6][CH:5]=[CH:4][CH:3]=2)[CH2:9][N:13]1[N:32]([CH3:31])[C:33](=[O:37])[O:21][C:20]([CH3:19])([CH3:22])[CH3:25], predict the reactants needed to synthesize it. The reactants are: [C:1]1([CH2:9]Br)[C:2]([CH2:7]Br)=[CH:3][CH:4]=[CH:5][CH:6]=1.C([N:13](CC)CC)C.C(O)(=O)[CH2:19][C:20]([CH2:25]C(O)=O)([C:22](O)=O)[OH:21].[CH3:31][N:32]1CCC[C:33]1=[O:37]. (2) The reactants are: [O:1]1[CH:5]=[CH:4][CH:3]=[C:2]1[C:6]1[NH:11][C:10](=O)[C:9]2=[C:13]([CH3:17])[N:14]=[C:15]([CH3:16])[N:8]2[N:7]=1.P(Cl)(Cl)(Cl)=O.[NH:23]1[CH:27]=[N:26][CH:25]=[N:24]1. Given the product [O:1]1[CH:5]=[CH:4][CH:3]=[C:2]1[C:6]1[N:11]=[C:10]([N:23]2[CH:27]=[N:26][CH:25]=[N:24]2)[C:9]2=[C:13]([CH3:17])[N:14]=[C:15]([CH3:16])[N:8]2[N:7]=1, predict the reactants needed to synthesize it. (3) Given the product [Cl:23][C:24]1[CH:37]=[CH:36][C:27]([O:28][C:29]2[CH:34]=[CH:33][C:32]([N:10]3[CH:11]([C:14]4[CH:19]=[CH:18][CH:17]=[C:16]([O:20][CH3:21])[CH:15]=4)[CH2:12][O:13][C:9]3=[O:22])=[CH:31][CH:30]=2)=[CH:26][CH:25]=1, predict the reactants needed to synthesize it. The reactants are: C(O[C:9](=[O:22])[NH:10][CH:11]([C:14]1[CH:19]=[CH:18][CH:17]=[C:16]([O:20][CH3:21])[CH:15]=1)[CH2:12][OH:13])C1C=CC=CC=1.[Cl:23][C:24]1[CH:37]=[CH:36][C:27]([O:28][C:29]2[CH:34]=[CH:33][C:32](I)=[CH:31][CH:30]=2)=[CH:26][CH:25]=1.[O-]P([O-])([O-])=O.[K+].[K+].[K+].C1(N)CCCCC1N.